Dataset: Forward reaction prediction with 1.9M reactions from USPTO patents (1976-2016). Task: Predict the product of the given reaction. (1) Given the reactants [C:1]([CH:3]([CH:7]1[C:11]([Cl:12])=[C:10](Cl)C(=O)O1)[C:4]([NH2:6])=[O:5])#[N:2].[NH2:15][C@H:16]1[C:24]2[C:19](=[CH:20][CH:21]=[CH:22][CH:23]=2)[CH2:18][C@@H:17]1[OH:25].C(N(C(C)C)CC)(C)C.[OH-].[Na+], predict the reaction product. The product is: [ClH:12].[Cl:12][C:11]1[CH:7]=[C:3]([C:4]([NH2:6])=[O:5])[C:1](=[NH:2])[N:15]([C@H:16]2[C:24]3[C:19](=[CH:20][CH:21]=[CH:22][CH:23]=3)[CH2:18][C@@H:17]2[OH:25])[CH:10]=1. (2) Given the reactants Br[C:2]1[N:6]2[CH:7]=[CH:8][N:9]=[C:10]([NH:11][CH2:12][CH2:13][OH:14])[C:5]2=[N:4][CH:3]=1.CS[C:17]1[N:22]=[C:21]([Sn](CCCC)(CCCC)CCCC)[CH:20]=[CH:19][N:18]=1.[CH:36]([NH2:39])([CH3:38])[CH3:37], predict the reaction product. The product is: [CH:36]([NH:39][C:17]1[N:18]=[C:19]([C:2]2[N:6]3[CH:7]=[CH:8][N:9]=[C:10]([NH:11][CH2:12][CH2:13][OH:14])[C:5]3=[N:4][CH:3]=2)[CH:20]=[CH:21][N:22]=1)([CH3:38])[CH3:37]. (3) Given the reactants [Cl:1][C:2]1[C:3]([F:11])=[C:4]([CH:8]=[CH:9][CH:10]=1)[C:5]([OH:7])=[O:6].Cl[S:13]([OH:16])(=O)=[O:14].C(OCC)(=O)C.[CH2:23]([NH2:25])[CH3:24], predict the reaction product. The product is: [Cl:1][C:2]1[C:3]([F:11])=[C:4]([CH:8]=[C:9]([S:13]([NH:25][CH2:23][CH3:24])(=[O:16])=[O:14])[CH:10]=1)[C:5]([OH:7])=[O:6].